From a dataset of Full USPTO retrosynthesis dataset with 1.9M reactions from patents (1976-2016). Predict the reactants needed to synthesize the given product. (1) Given the product [NH:1]1[C:5]2[CH:6]=[CH:7][CH:8]=[CH:9][C:4]=2[N:3]=[C:2]1[CH2:10][N:11]1[CH2:17][C:16]2[CH:18]=[C:19]([C:22]([NH:27][OH:28])=[O:23])[CH:20]=[CH:21][C:15]=2[NH:14][C:13](=[O:26])[CH2:12]1, predict the reactants needed to synthesize it. The reactants are: [NH:1]1[C:5]2[CH:6]=[CH:7][CH:8]=[CH:9][C:4]=2[N:3]=[C:2]1[CH2:10][N:11]1[CH2:17][C:16]2[CH:18]=[C:19]([C:22](OC)=[O:23])[CH:20]=[CH:21][C:15]=2[NH:14][C:13](=[O:26])[CH2:12]1.[NH2:27][OH:28].[OH-].[Na+].Cl. (2) Given the product [CH3:1][O:2][CH:3]([O:32][CH3:33])[CH2:4][N:5]([CH:6]([C:10]1[N:11]([CH2:21][C:22]2[C:31]3[C:26](=[CH:27][CH:28]=[CH:29][CH:30]=3)[CH:25]=[CH:24][CH:23]=2)[C:12](=[O:20])[C:13]2[CH:19]=[CH:18][N:17]=[CH:16][C:14]=2[N:15]=1)[CH:7]([CH3:9])[CH3:8])[C:34](=[O:41])[C:35]1[CH:40]=[CH:39][CH:38]=[CH:37][CH:36]=1, predict the reactants needed to synthesize it. The reactants are: [CH3:1][O:2][CH:3]([O:32][CH3:33])[CH2:4][NH:5][CH:6]([C:10]1[N:11]([CH2:21][C:22]2[C:31]3[C:26](=[CH:27][CH:28]=[CH:29][CH:30]=3)[CH:25]=[CH:24][CH:23]=2)[C:12](=[O:20])[C:13]2[CH:19]=[CH:18][N:17]=[CH:16][C:14]=2[N:15]=1)[CH:7]([CH3:9])[CH3:8].[C:34](Cl)(=[O:41])[C:35]1[CH:40]=[CH:39][CH:38]=[CH:37][CH:36]=1.C(N(CC)CC)C. (3) Given the product [ClH:37].[NH2:7][C:8]([CH2:16][CH2:17][C:18]1[CH:23]=[CH:22][C:21]([O:24][CH2:25][CH2:26][CH2:27][CH2:28][CH2:29][CH2:30][CH3:31])=[C:20]([C:32]([F:33])([F:34])[F:35])[CH:19]=1)([CH2:9][OH:10])[CH2:13][OH:12], predict the reactants needed to synthesize it. The reactants are: C(OC(=O)[NH:7][C:8]1([CH2:16][CH2:17][C:18]2[CH:23]=[CH:22][C:21]([O:24][CH2:25][CH2:26][CH2:27][CH2:28][CH2:29][CH2:30][CH3:31])=[C:20]([C:32]([F:35])([F:34])[F:33])[CH:19]=2)[CH2:13][O:12]C(C)(C)[O:10][CH2:9]1)(C)(C)C.[ClH:37]. (4) Given the product [NH2:1][C:4]1[CH:5]=[C:6]2[C:11](=[CH:12][CH:13]=1)[N:10]=[CH:9][NH:8][C:7]2=[O:14], predict the reactants needed to synthesize it. The reactants are: [N+:1]([C:4]1[CH:5]=[C:6]2[C:11](=[CH:12][CH:13]=1)[N:10]=[CH:9][NH:8][C:7]2=[O:14])([O-])=O.CO. (5) Given the product [N+:10]([C:13]1[CH:18]=[C:17]([N+:19]([O-:21])=[O:20])[CH:16]=[CH:15][C:14]=1[S:22]([O:1][C:2]1[C:7](=[O:8])[CH:6]=[CH:5][O:4][C:3]=1[CH3:9])(=[O:24])=[O:23])([O-:12])=[O:11], predict the reactants needed to synthesize it. The reactants are: [OH:1][C:2]1[C:7](=[O:8])[CH:6]=[CH:5][O:4][C:3]=1[CH3:9].[N+:10]([C:13]1[CH:18]=[C:17]([N+:19]([O-:21])=[O:20])[CH:16]=[CH:15][C:14]=1[S:22](Cl)(=[O:24])=[O:23])([O-:12])=[O:11]. (6) Given the product [Cl:16][C:12]1[CH:11]=[C:10]([C:4]2[N:3]=[C:2]([NH:17][C:18]3[CH:23]=[CH:22][C:21]([CH2:24][CH2:25][OH:26])=[CH:20][CH:19]=3)[CH:7]=[C:6]([CH2:8][CH3:9])[N:5]=2)[CH:15]=[CH:14][CH:13]=1, predict the reactants needed to synthesize it. The reactants are: Cl[C:2]1[CH:7]=[C:6]([CH2:8][CH3:9])[N:5]=[C:4]([C:10]2[CH:15]=[CH:14][CH:13]=[C:12]([Cl:16])[CH:11]=2)[N:3]=1.[NH2:17][C:18]1[CH:23]=[CH:22][C:21]([CH2:24][CH2:25][OH:26])=[CH:20][CH:19]=1.Cl.O1CCOCC1.C([O-])(O)=O.[Na+]. (7) Given the product [Br:1][C:2]1[CH:11]=[C:10]2[C:5]([C:6]([Cl:13])=[CH:7][N:8]([CH2:26][C:27]3[CH:32]=[CH:31][C:30]([O:33][CH3:34])=[CH:29][CH:28]=3)[C:9]2=[O:12])=[CH:4][CH:3]=1, predict the reactants needed to synthesize it. The reactants are: [Br:1][C:2]1[CH:11]=[C:10]2[C:5]([C:6]([Cl:13])=[CH:7][NH:8][C:9]2=[O:12])=[CH:4][CH:3]=1.C(=O)([O-])[O-].[Cs+].[Cs+].CN(C=O)C.Cl[CH2:26][C:27]1[CH:32]=[CH:31][C:30]([O:33][CH3:34])=[CH:29][CH:28]=1.